Dataset: Forward reaction prediction with 1.9M reactions from USPTO patents (1976-2016). Task: Predict the product of the given reaction. (1) Given the reactants [N:1]1([CH2:7][CH2:8][NH2:9])[CH2:6][CH2:5][CH2:4][CH2:3][CH2:2]1.Cl[C:11]1[CH:16]=[C:15]([C:17]2[CH:22]=[CH:21][CH:20]=[C:19]([CH3:23])[C:18]=2[CH3:24])[N:14]=[C:13]([NH2:25])[N:12]=1, predict the reaction product. The product is: [CH3:24][C:18]1[C:19]([CH3:23])=[CH:20][CH:21]=[CH:22][C:17]=1[C:15]1[N:14]=[C:13]([NH2:25])[N:12]=[C:11]([NH:9][CH2:8][CH2:7][N:1]2[CH2:6][CH2:5][CH2:4][CH2:3][CH2:2]2)[CH:16]=1. (2) Given the reactants [Cl:1][C:2]1[C:3]([CH2:9][O:10][C:11]2[CH:16]=[CH:15][NH:14][C:13](=[O:17])[CH:12]=2)=[N:4][CH:5]=[C:6]([Cl:8])[CH:7]=1.Br[C:19]1[CH:20]=[CH:21][C:22]2[C:23]3[CH2:33][CH2:32][N:31](C(OC(C)(C)C)=O)[CH2:30][CH2:29][C:24]=3[N:25]([CH3:28])[C:26]=2[CH:27]=1.C([O-])([O-])=O.[Cs+].[Cs+].CN[C@@H]1CCCC[C@H]1NC.Cl, predict the reaction product. The product is: [ClH:1].[Cl:1][C:2]1[C:3]([CH2:9][O:10][C:11]2[CH:16]=[CH:15][N:14]([C:19]3[CH:20]=[CH:21][C:22]4[C:23]5[CH2:33][CH2:32][NH:31][CH2:30][CH2:29][C:24]=5[N:25]([CH3:28])[C:26]=4[CH:27]=3)[C:13](=[O:17])[CH:12]=2)=[N:4][CH:5]=[C:6]([Cl:8])[CH:7]=1.